This data is from Reaction yield outcomes from USPTO patents with 853,638 reactions. The task is: Predict the reaction yield, written as a fraction of the theoretical maximum amount of product (1.0 means a 100% yield; for example, 0.34 means a 34% yield). (1) The reactants are CS(C)=O.C(Cl)(=O)C(Cl)=O.[OH:11][CH2:12][CH:13]1[CH2:18][N:17]([C:19]([O:21][C:22]([CH3:25])([CH3:24])[CH3:23])=[O:20])[CH2:16][CH2:15][N:14]1[C:26]([O:28][C:29]([CH3:32])([CH3:31])[CH3:30])=[O:27].C(N(CC)CC)C. The catalyst is C(Cl)Cl.O. The product is [CH:12]([CH:13]1[CH2:18][N:17]([C:19]([O:21][C:22]([CH3:25])([CH3:23])[CH3:24])=[O:20])[CH2:16][CH2:15][N:14]1[C:26]([O:28][C:29]([CH3:32])([CH3:31])[CH3:30])=[O:27])=[O:11]. The yield is 0.800. (2) The reactants are [C:1](=[O:23])(OC1C=CC([N+]([O-])=O)=CC=1)[O:2][CH2:3][C:4]1[CH:9]=[CH:8][C:7]([N:10]=[N+:11]=[N-:12])=[CH:6][CH:5]=1.Cl.[C:25]([NH:42][C@H:43]([C:49]([OH:51])=[O:50])[CH2:44][CH2:45][CH2:46][CH2:47][NH2:48])([O:27][CH2:28][CH:29]1[C:41]2[C:36](=[CH:37][CH:38]=[CH:39][CH:40]=2)[C:35]2[C:30]1=[CH:31][CH:32]=[CH:33][CH:34]=2)=[O:26].C(=O)(O)[O-].[Na+].Cl. The catalyst is CN(C=O)C. The product is [CH:31]1[C:30]2[CH:29]([CH2:28][O:27][C:25]([NH:42][C@@H:43]([CH2:44][CH2:45][CH2:46][CH2:47][NH:48][C:1]([O:2][CH2:3][C:4]3[CH:5]=[CH:6][C:7]([N:10]=[N+:11]=[N-:12])=[CH:8][CH:9]=3)=[O:23])[C:49]([OH:51])=[O:50])=[O:26])[C:41]3[C:36](=[CH:37][CH:38]=[CH:39][CH:40]=3)[C:35]=2[CH:34]=[CH:33][CH:32]=1. The yield is 0.920. (3) The reactants are [NH2:1][C:2]1[CH:3]=[C:4]2[C:8](=[CH:9][C:10]=1[N+:11]([O-])=O)[C:7](=O)[NH:6][C:5]2=[O:15].[Sn]. The catalyst is CCO. The product is [NH2:11][C:10]1[CH:9]=[C:8]2[C:4](=[CH:3][C:2]=1[NH2:1])[C:5](=[O:15])[NH:6][CH2:7]2. The yield is 0.950. (4) The reactants are [N:1]([CH:4]([C:6]1[N:7]=[C:8]2[S:16][CH:15]=[C:14]([CH3:17])[N:9]2[C:10](=[O:13])[C:11]=1Br)[CH3:5])=[N+:2]=[N-:3].C([Sn](CCCC)(CCCC)[C:23]1[N:24]=[CH:25][S:26][CH:27]=1)CCC. The yield is 0.810. The product is [N:1]([CH:4]([C:6]1[N:7]=[C:8]2[S:16][CH:15]=[C:14]([CH3:17])[N:9]2[C:10](=[O:13])[C:11]=1[C:23]1[N:24]=[CH:25][S:26][CH:27]=1)[CH3:5])=[N+:2]=[N-:3]. The catalyst is O1CCOCC1.C1C=CC([P]([Pd]([P](C2C=CC=CC=2)(C2C=CC=CC=2)C2C=CC=CC=2)([P](C2C=CC=CC=2)(C2C=CC=CC=2)C2C=CC=CC=2)[P](C2C=CC=CC=2)(C2C=CC=CC=2)C2C=CC=CC=2)(C2C=CC=CC=2)C2C=CC=CC=2)=CC=1. (5) The reactants are [Cl:1][C:2]1[CH:7]=[CH:6][C:5]([NH:8][C:9]2[NH:10][C:11]([C:14]3[CH:19]=[CH:18][C:17]([OH:20])=[CH:16][CH:15]=3)=[N:12][N:13]=2)=[CH:4][C:3]=1[C:21]([F:24])([F:23])[F:22].C([O-])([O-])=O.[Cs+].[Cs+].Cl[C:32]1([NH2:39])[CH:37]=[CH:36][N:35]=[C:34]([NH2:38])[NH:33]1. The catalyst is O1CCOCC1.CO. The product is [Cl:1][C:2]1[CH:7]=[CH:6][C:5]([NH:8][C:9]2[NH:10][C:11]([C:14]3[CH:15]=[CH:16][C:17]([O:20][C:36]4[N:35]=[C:34]([NH2:38])[N:33]=[C:32]([NH2:39])[CH:37]=4)=[CH:18][CH:19]=3)=[N:12][N:13]=2)=[CH:4][C:3]=1[C:21]([F:22])([F:23])[F:24]. The yield is 0.463. (6) The reactants are [NH2:1][C:2]1[CH:16]=[C:15]([C:17]2[N:21]=[C:20]([CH3:22])[O:19][N:18]=2)[CH:14]=[CH:13][C:3]=1[CH2:4]NC(=O)OC(C)(C)C.[C:23](=[O:26])([O-:25])[O-].[K+].[K+].[CH2:29]([O:36][C:37](=[O:40])[CH2:38]Br)[C:30]1[CH:35]=[CH:34][CH:33]=[CH:32][CH:31]=1.O. The catalyst is CN(C=O)C. The product is [C:3]([O:25][C:23]([CH2:4][C:3]1[CH:13]=[CH:14][C:15]([C:17]2[N:21]=[C:20]([CH3:22])[O:19][N:18]=2)=[CH:16][C:2]=1[NH:1][CH2:38][C:37]([O:36][CH2:29][C:30]1[CH:35]=[CH:34][CH:33]=[CH:32][CH:31]=1)=[O:40])=[O:26])([CH3:13])([CH3:4])[CH3:2]. The yield is 0.800.